From a dataset of Full USPTO retrosynthesis dataset with 1.9M reactions from patents (1976-2016). Predict the reactants needed to synthesize the given product. Given the product [F:1][C:2]1[CH:30]=[CH:29][C:5]([CH2:6][C:7]2[N:11]([CH2:12][C:13]3[O:17][N:16]=[C:15]([C:18]([N:32]([CH3:33])[CH3:31])=[O:20])[N:14]=3)[N:10]=[C:9]([C:23]3[CH:24]=[CH:25][N:26]=[CH:27][CH:28]=3)[CH:8]=2)=[CH:4][CH:3]=1, predict the reactants needed to synthesize it. The reactants are: [F:1][C:2]1[CH:30]=[CH:29][C:5]([CH2:6][C:7]2[N:11]([CH2:12][C:13]3[O:17][N:16]=[C:15]([C:18]([O:20]CC)=O)[N:14]=3)[N:10]=[C:9]([C:23]3[CH:28]=[CH:27][N:26]=[CH:25][CH:24]=3)[CH:8]=2)=[CH:4][CH:3]=1.[CH3:31][NH:32][CH3:33].C(O)(=O)/C=C\C(O)=O.